From a dataset of Forward reaction prediction with 1.9M reactions from USPTO patents (1976-2016). Predict the product of the given reaction. (1) Given the reactants [CH3:1][O:2][C:3]([C:5]1[CH:13]=[C:12]2[C:8]([C:9]([CH:24]3[CH2:29][CH2:28][CH2:27][CH2:26][CH2:25]3)=[C:10](Br)[N:11]2[CH2:14][C:15]([N:17]2[CH2:22][CH2:21][O:20][CH2:19][CH2:18]2)=[O:16])=[CH:7][CH:6]=1)=[O:4].[C:30]1([C:36]2[CH:37]=[N:38][C:39]3[C:44]([CH:45]=2)=[CH:43][C:42](B(O)O)=[CH:41][CH:40]=3)[CH:35]=[CH:34][CH:33]=[CH:32][CH:31]=1.C([O-])(O)=O.[Na+], predict the reaction product. The product is: [CH3:1][O:2][C:3]([C:5]1[CH:13]=[C:12]2[C:8]([C:9]([CH:24]3[CH2:29][CH2:28][CH2:27][CH2:26][CH2:25]3)=[C:10]([C:42]3[CH:43]=[C:44]4[C:39](=[CH:40][CH:41]=3)[N:38]=[CH:37][C:36]([C:30]3[CH:35]=[CH:34][CH:33]=[CH:32][CH:31]=3)=[CH:45]4)[N:11]2[CH2:14][C:15]([N:17]2[CH2:22][CH2:21][O:20][CH2:19][CH2:18]2)=[O:16])=[CH:7][CH:6]=1)=[O:4]. (2) Given the reactants F[B-](F)(F)F.[Li+].[Cl:7][C:8]1[CH:13]=[C:12]([CH2:14][CH2:15][OH:16])[CH:11]=[CH:10][C:9]=1[OH:17].[O:18]1[CH:23]=[CH:22][CH2:21][CH2:20][CH2:19]1, predict the reaction product. The product is: [Cl:7][C:8]1[CH:13]=[C:12]([CH2:14][CH2:15][O:16][CH:19]2[CH2:20][CH2:21][CH2:22][CH2:23][O:18]2)[CH:11]=[CH:10][C:9]=1[OH:17].